From a dataset of Full USPTO retrosynthesis dataset with 1.9M reactions from patents (1976-2016). Predict the reactants needed to synthesize the given product. (1) Given the product [Cl:1][C:2]1[N:7]=[N:6][C:5]([C:8]([NH2:22])=[O:9])=[C:4]([NH:13][C:14]2[N:19]=[C:18]([CH3:20])[CH:17]=[C:16]([CH3:21])[N:15]=2)[CH:3]=1, predict the reactants needed to synthesize it. The reactants are: [Cl:1][C:2]1[N:7]=[N:6][C:5]([C:8](OCC)=[O:9])=[C:4]([NH:13][C:14]2[N:19]=[C:18]([CH3:20])[CH:17]=[C:16]([CH3:21])[N:15]=2)[CH:3]=1.[NH3:22].CO. (2) The reactants are: [Br:1][C:2]1[CH:11]=[C:10]2[C:5]([CH:6]=[CH:7][C:8]([C:12]([OH:14])=O)=[N:9]2)=[CH:4][CH:3]=1.[NH2:15][C:16]1[CH:17]=[N:18][CH:19]=[CH:20][C:21]=1[N:22]1[CH2:27][C@H:26]([CH3:28])[C@@H:25]([O:29][Si:30]([C:33]([CH3:36])([CH3:35])[CH3:34])([CH3:32])[CH3:31])[C@H:24]([NH:37][C:38](=[O:44])[O:39][C:40]([CH3:43])([CH3:42])[CH3:41])[CH2:23]1.CN(C(ON1N=NC2C=CC=NC1=2)=[N+](C)C)C.F[P-](F)(F)(F)(F)F.CCN(C(C)C)C(C)C. Given the product [Br:1][C:2]1[CH:11]=[C:10]2[C:5]([CH:6]=[CH:7][C:8]([C:12]([NH:15][C:16]3[CH:17]=[N:18][CH:19]=[CH:20][C:21]=3[N:22]3[CH2:27][C@H:26]([CH3:28])[C@@H:25]([O:29][Si:30]([C:33]([CH3:36])([CH3:35])[CH3:34])([CH3:32])[CH3:31])[C@H:24]([NH:37][C:38](=[O:44])[O:39][C:40]([CH3:43])([CH3:42])[CH3:41])[CH2:23]3)=[O:14])=[N:9]2)=[CH:4][CH:3]=1, predict the reactants needed to synthesize it. (3) Given the product [F:1][C:2]1[CH:3]=[N:4][C:5]([NH:8][C:9]2[S:10][C:11]3[CH2:17][CH2:16][N:15]([CH2:18][C:19]4[N:23]=[C:22]([CH3:24])[O:21][N:20]=4)[C:14]4=[N:25][NH:26][CH:27]=[C:13]4[C:12]=3[N:37]=2)=[N:6][CH:7]=1, predict the reactants needed to synthesize it. The reactants are: [F:1][C:2]1[CH:3]=[N:4][C:5]([NH:8][C:9]2[S:10][C:11]3[CH2:17][CH2:16][N:15]([CH2:18][C:19]4[N:23]=[C:22]([CH3:24])[O:21][N:20]=4)[C:14]4[N:25](CC5C=CC(OC)=CC=5)[N:26]=[CH:27][C:13]=4[C:12]=3[N:37]=2)=[N:6][CH:7]=1. (4) Given the product [IH:2].[CH3:3][CH:4]1[C:13]2[C:8](=[CH:9][CH:10]=[CH:11][CH:12]=2)[N:7]=[C:6]([S:14][CH3:1])[NH:5]1, predict the reactants needed to synthesize it. The reactants are: [CH3:1][I:2].[CH3:3][CH:4]1[C:13]2[C:8](=[CH:9][CH:10]=[CH:11][CH:12]=2)[NH:7][C:6](=[S:14])[NH:5]1. (5) Given the product [C:21]([O:20][C:18]([N:15]1[CH2:16][CH2:17][N:12]([C:9]2[C:10]3[C:5](=[CH:4][CH:3]=[C:2]([S:33][C:28]4[CH:29]=[CH:30][C:31]([CH3:32])=[C:26]([CH3:25])[CH:27]=4)[CH:11]=3)[CH:6]=[CH:7][N:8]=2)[CH2:13][CH2:14]1)=[O:19])([CH3:24])([CH3:23])[CH3:22], predict the reactants needed to synthesize it. The reactants are: Br[C:2]1[CH:11]=[C:10]2[C:5]([CH:6]=[CH:7][N:8]=[C:9]2[N:12]2[CH2:17][CH2:16][N:15]([C:18]([O:20][C:21]([CH3:24])([CH3:23])[CH3:22])=[O:19])[CH2:14][CH2:13]2)=[CH:4][CH:3]=1.[CH3:25][C:26]1[CH:27]=[C:28]([SH:33])[CH:29]=[CH:30][C:31]=1[CH3:32]. (6) Given the product [CH3:22][N:19]1[CH2:20][CH2:21][N:16]([C:13]2[CH:14]=[CH:15][C:10]([CH:8]([CH3:9])[CH2:3][C:1]#[N:2])=[CH:11][CH:12]=2)[CH2:17][CH2:18]1, predict the reactants needed to synthesize it. The reactants are: [C:1]([CH:3]([CH:8]([C:10]1[CH:15]=[CH:14][C:13]([N:16]2[CH2:21][CH2:20][N:19]([CH3:22])[CH2:18][CH2:17]2)=[CH:12][CH:11]=1)[CH3:9])C(OC)=O)#[N:2].[Cl-].[Na+].CS(C)=O. (7) The reactants are: [C@@H:1]1([N:10]2[CH:17]=[CH:16][C:14](=[O:15])[NH:13][C:11]2=[O:12])[O:9][C@H:6]([CH2:7][OH:8])[C@@H:4]([OH:5])[C@H:2]1[OH:3].CN(C=O)C.[CH3:23][CH2:24][CH2:25][CH2:26][CH2:27][CH2:28][CH2:29][CH2:30][CH2:31][C:32](=O)[CH2:33][CH2:34][CH2:35][CH2:36][CH2:37][CH2:38][CH2:39][CH2:40][CH3:41].Cl. Given the product [OH:8][CH2:7][C@@H:6]1[C@H:4]2[O:5][C:32]([CH2:33][CH2:34][CH2:35][CH2:36][CH2:37][CH2:38][CH2:39][CH2:40][CH3:41])([CH2:31][CH2:30][CH2:29][CH2:28][CH2:27][CH2:26][CH2:25][CH2:24][CH3:23])[O:3][C@H:2]2[C@H:1]([N:10]2[CH:17]=[CH:16][C:14](=[O:15])[NH:13][C:11]2=[O:12])[O:9]1, predict the reactants needed to synthesize it. (8) Given the product [Br:1][C:2]1[CH:3]=[C:4](/[CH:8]=[CH:9]/[C:10]([N:26]=[N+:27]=[N-:28])=[O:12])[CH:5]=[CH:6][CH:7]=1, predict the reactants needed to synthesize it. The reactants are: [Br:1][C:2]1[CH:3]=[C:4](/[CH:8]=[CH:9]/[C:10]([OH:12])=O)[CH:5]=[CH:6][CH:7]=1.C(N(CC)CC)C.ClC(OCC)=O.[N-:26]=[N+:27]=[N-:28].[Na+]. (9) Given the product [CH3:9][O:8][C:6]1[CH:7]=[C:2]([NH:1][C:30](=[O:31])[C@H:29]([CH3:28])[CH:33]=[CH2:34])[C:3]([C:10]2[CH:11]=[C:12]([C@@H:16]([NH:20][C:21](=[O:27])[O:22][C:23]([CH3:26])([CH3:25])[CH3:24])[CH2:17][CH:18]=[CH2:19])[CH:13]=[CH:14][CH:15]=2)=[N:4][CH:5]=1, predict the reactants needed to synthesize it. The reactants are: [NH2:1][C:2]1[C:3]([C:10]2[CH:11]=[C:12]([C@@H:16]([NH:20][C:21](=[O:27])[O:22][C:23]([CH3:26])([CH3:25])[CH3:24])[CH2:17][CH:18]=[CH2:19])[CH:13]=[CH:14][CH:15]=2)=[N:4][CH:5]=[C:6]([O:8][CH3:9])[CH:7]=1.[CH3:28][C@H:29]([CH:33]=[CH2:34])[C:30](O)=[O:31].N1C=CC=CC=1.C(P1(=O)OP(CCC)(=O)OP(CCC)(=O)O1)CC. (10) Given the product [F:1][C:2]([F:7])([F:6])[C:3]([OH:5])=[O:4].[CH2:8]([S:10]([N:13]1[CH2:18][CH2:17][CH:16]([C:19]2[C:27]3[C:22](=[C:23]([C:40]([NH2:42])=[O:41])[CH:24]=[C:25]([C:28]4[CH:32]=[C:31]([CH2:33][N:34]([C@@H:36]5[CH2:39][CH2:45][CH2:44][C@H:37]5[OH:38])[CH3:35])[S:30][CH:29]=4)[CH:26]=3)[NH:21][CH:20]=2)[CH2:15][CH2:14]1)(=[O:11])=[O:12])[CH3:9], predict the reactants needed to synthesize it. The reactants are: [F:1][C:2]([F:7])([F:6])[C:3]([OH:5])=[O:4].[CH2:8]([S:10]([N:13]1[CH2:18][CH2:17][CH:16]([C:19]2[C:27]3[C:22](=[C:23]([C:40]([NH2:42])=[O:41])[CH:24]=[C:25]([C:28]4[CH:32]=[C:31]([CH2:33][N:34]([C@@H:36]([CH3:39])[CH2:37][OH:38])[CH3:35])[S:30][CH:29]=4)[CH:26]=3)[NH:21][CH:20]=2)[CH2:15][CH2:14]1)(=[O:12])=[O:11])[CH3:9].N[C@H:44](C)[CH2:45]O.